This data is from NCI-60 drug combinations with 297,098 pairs across 59 cell lines. The task is: Regression. Given two drug SMILES strings and cell line genomic features, predict the synergy score measuring deviation from expected non-interaction effect. Drug 1: CN(CC1=CN=C2C(=N1)C(=NC(=N2)N)N)C3=CC=C(C=C3)C(=O)NC(CCC(=O)O)C(=O)O. Drug 2: C1=NC2=C(N1)C(=S)N=CN2. Cell line: UO-31. Synergy scores: CSS=15.7, Synergy_ZIP=-4.17, Synergy_Bliss=2.22, Synergy_Loewe=-9.24, Synergy_HSA=-5.34.